From a dataset of Full USPTO retrosynthesis dataset with 1.9M reactions from patents (1976-2016). Predict the reactants needed to synthesize the given product. (1) The reactants are: [CH3:1][C:2]([S@:5]([NH2:7])=[O:6])([CH3:4])[CH3:3].C([O-])([O-])=O.[Cs+].[Cs+].[Br:14][C:15]1[CH:20]=[C:19]([CH:21]=O)[CH:18]=[CH:17][N:16]=1. Given the product [Br:14][C:15]1[CH:20]=[C:19](/[CH:21]=[N:7]/[S@@:5]([C:2]([CH3:4])([CH3:3])[CH3:1])=[O:6])[CH:18]=[CH:17][N:16]=1, predict the reactants needed to synthesize it. (2) Given the product [CH2:18]([N:3]([CH2:1][CH3:2])[C:4]1[CH:9]=[CH:8][C:7]([C:10]2[S:11][C:12]([NH2:15])=[CH:13][N:14]=2)=[CH:6][CH:5]=1)[CH3:19], predict the reactants needed to synthesize it. The reactants are: [CH2:1]([N:3]([CH2:18][CH3:19])[C:4]1[CH:9]=[CH:8][C:7]([C:10]2[S:11][C:12]([N+:15]([O-])=O)=[CH:13][N:14]=2)=[CH:6][CH:5]=1)[CH3:2]. (3) Given the product [ClH:1].[ClH:28].[Cl:28][C:29]1[CH:34]=[C:33]([C:2]2[N:3]=[C:4]3[C:9](=[CH:10][CH:11]=2)[N:8]=[CH:7][C:6]([C:12](=[O:14])[CH3:13])=[C:5]3[NH:15][C@H:16]2[CH2:21][CH2:20][C@H:19]([CH2:22][N:23]3[CH2:24][CH2:25][CH2:26][CH2:27]3)[CH2:18][CH2:17]2)[CH:32]=[C:31]([Cl:44])[C:30]=1[OH:45], predict the reactants needed to synthesize it. The reactants are: [Cl:1][C:2]1[N:3]=[C:4]2[C:9](=[CH:10][CH:11]=1)[N:8]=[CH:7][C:6]([C:12](=[O:14])[CH3:13])=[C:5]2[NH:15][C@H:16]1[CH2:21][CH2:20][C@H:19]([CH2:22][N:23]2[CH2:27][CH2:26][CH2:25][CH2:24]2)[CH2:18][CH2:17]1.[Cl:28][C:29]1[CH:34]=[C:33](B2OC(C)(C)C(C)(C)O2)[CH:32]=[C:31]([Cl:44])[C:30]=1[OH:45].C1(N)C(F)=C(F)C(F)=C(N)C=1F.Cl.Cl. (4) The reactants are: [Cl:1][C:2]1[C:3]([N:11]2[CH:15]([CH3:16])[CH2:14][O:13][C:12]2=[O:17])=[C:4]([CH:8]=[CH:9][CH:10]=1)C(O)=O.[Cl:18][C:19]1[CH:30]=[CH:29][C:22]2[NH:23][C:24]([C@@H:26]([NH2:28])[CH3:27])=[N:25][C:21]=2[CH:20]=1.CN([C:34]([O:38]N1N=NC2C=CC=CC1=2)=[N+](C)C)C.[B-](F)(F)(F)F.CCN(C(C)C)C(C)C. Given the product [Cl:1][C:2]1[CH:10]=[C:9]([CH:8]=[CH:4][C:3]=1[N:11]1[CH:15]([CH3:16])[CH2:14][O:13][C:12]1=[O:17])[C:34]([NH:28][C@H:26]([C:24]1[NH:23][C:22]2[CH:29]=[CH:30][C:19]([Cl:18])=[CH:20][C:21]=2[N:25]=1)[CH3:27])=[O:38], predict the reactants needed to synthesize it. (5) Given the product [Cl:1][C:2]1[CH:3]=[C:4]([C:9]#[C:10][CH:11]([OH:12])[CH2:15][CH:14]=[CH2:13])[CH:5]=[CH:6][C:7]=1[Cl:8], predict the reactants needed to synthesize it. The reactants are: [Cl:1][C:2]1[CH:3]=[C:4]([C:9]#[C:10][CH:11]=[O:12])[CH:5]=[CH:6][C:7]=1[Cl:8].[CH2:13]([Mg]Br)[CH:14]=[CH2:15]. (6) Given the product [CH3:5][O:6][C:7]1[CH:12]=[C:11]([N+:1]([O-:4])=[O:3])[C:10]([NH2:13])=[C:9]([N+:14]([O-:16])=[O:15])[CH:8]=1, predict the reactants needed to synthesize it. The reactants are: [N+:1]([O-:4])([OH:3])=O.[CH3:5][O:6][C:7]1[CH:12]=[CH:11][C:10]([NH2:13])=[C:9]([N+:14]([O-:16])=[O:15])[CH:8]=1. (7) Given the product [NH:1]1[CH2:2][CH:3]=[C:4]([C:7]([OH:9])=[O:8])[CH2:5][CH2:6]1, predict the reactants needed to synthesize it. The reactants are: [NH:1]1[CH2:6][CH:5]=[C:4]([C:7]([O:9]CC)=[O:8])[CH2:3][CH2:2]1.C([O-])([O-])=O.[K+].[K+].[OH-].[Na+].